Dataset: Catalyst prediction with 721,799 reactions and 888 catalyst types from USPTO. Task: Predict which catalyst facilitates the given reaction. (1) Reactant: C([O:8][C@H:9]([C:14]1[CH:19]=[CH:18][C:17]([N:20]2[CH2:24][CH2:23][C@:22]3([CH2:29][CH2:28][C@H:27]([OH:30])[C@@H:26]([O:31][CH2:32][C:33]([F:36])([F:35])[F:34])[CH2:25]3)[C:21]2=[O:37])=[CH:16][CH:15]=1)[C:10]([F:13])([F:12])[F:11])C1C=CC=CC=1. Product: [OH:30][C@H:27]1[CH2:28][CH2:29][C@@:22]2([C:21](=[O:37])[N:20]([C:17]3[CH:16]=[CH:15][C:14]([C@@H:9]([OH:8])[C:10]([F:11])([F:12])[F:13])=[CH:19][CH:18]=3)[CH2:24][CH2:23]2)[CH2:25][C@@H:26]1[O:31][CH2:32][C:33]([F:36])([F:34])[F:35]. The catalyst class is: 19. (2) Reactant: [CH2:1]([C:4]1([C:21]([F:24])([F:23])[F:22])[C:13]2[C:8](=[CH:9][CH:10]=[C:11]([Cl:14])[CH:12]=2)[NH:7][C:6](=[O:15])[N:5]1[CH2:16][C:17]([F:20])([F:19])[F:18])[CH:2]=[CH2:3]. Product: [Cl:14][C:11]1[CH:12]=[C:13]2[C:8](=[CH:9][CH:10]=1)[NH:7][C:6](=[O:15])[N:5]([CH2:16][C:17]([F:20])([F:19])[F:18])[C:4]2([CH2:1][CH2:2][CH3:3])[C:21]([F:23])([F:24])[F:22]. The catalyst class is: 153.